Dataset: Experimentally validated miRNA-target interactions with 360,000+ pairs, plus equal number of negative samples. Task: Binary Classification. Given a miRNA mature sequence and a target amino acid sequence, predict their likelihood of interaction. (1) The miRNA is mmu-miR-7234-5p with sequence UUGUUUUCUCCAAAGACGUUUCU. The protein sequence of the target gene is MTARTLSLMASLVAYDDSDSEAETEHAGSFNATGQQKDTSGVARPPGQDFASGTLDVPKAGAQPTKHGSCEDPGGYRLPLAQLGRSDWGSCPSQRLQWPGKEPQVTFPIKEPSCSSLWTSHVPASHMPLAAARFKQVKLSRNFPKSSFHAQSESETVGKNGSSFQKKKCEDCVVPYTPRRLRQRQALSTETGKGKDVEPQGPPAGRAPAPLYVGPGVSEFIQPYLNSHYKETTVPRKVLFHLRGHRGPVNTIQWCPVLSKSHMLLSTSMDKTFKVWNAVDSGHCLQTYSLHTEAVRAARW.... Result: 0 (no interaction). (2) The miRNA is hsa-miR-6778-3p with sequence UGCCUCCCUGACAUUCCACAG. The protein sequence of the target gene is MPSFLVPSLVSSPVLLKLLFSPGPKTIWSLWQQPMLFQEATAFENMTKDWNYLEGSQKDCYRDTMLDSYENTVPQGSFLQLSMMPQRAGNDPPGVSNASEMEMEISNMREKFLMSVTKLVESKSYNSKVFSKEKYFQTIKEVKEAKEKGKKSSRDYRRAAKYDVISVQGTEKLIEATHGERDRIRYYVHKEELFDILHDTHLSIGHGGRTRMLKELQGKYGNVTKEVIVLYLTLCKQCHQKNPVPKRGLAPKPMTFKDIDSTCQVEILDMQSSADGEFKFILYYQDHSTKFIILRPLRTK.... Result: 1 (interaction). (3) The miRNA is rno-miR-125a-5p with sequence UCCCUGAGACCCUUUAACCUGUGA. The protein sequence of the target gene is MLRAVSTSFGTARAASAVAKKNMPNIVLVDAVRTPFVVSGTVFKDLMAVDLQKEAIKALVEKTKLPYEQLDHIICGTVIQECKTSNIAREAALLAGVPDKIPAHTVTLACISSNVAMTTGMGMLATGNANAIIAGGVELLSDVPIRYNRNARKAMLGMNKAKDVPSKLKIGGQIVKNLLSPELPAVAEFSTGETMGHSGDRLAAAFNVSRREQDEFAIRSHTLASEAAKNGKFTDVVPVFLDGKKPKTIKEDNGIRVSTLEKLSSLKPAFVKPHGTVTAANASYLTDGASAALIMTEEYA.... Result: 0 (no interaction). (4) The miRNA is hsa-miR-6516-3p with sequence AUCAUGUAUGAUACUGCAAACA. The protein sequence of the target gene is MSFAESGWRSALRRRGPGTPGPVARPSYSSFTQGDSWGEGEVDEEEGCDQVARDLRAEFSAGAWSEPRKRSVLPPDGNGSPVLPDKRNGIFPAAAGSRAQPRRWPVQVLSILCSLLFAILLAFLLAIAYLIVKELHAENLKNEDDVDTGLLGFWTLLIISLTAGFSCCSFSWTVTYFDSFEPGMFPPTPLSPARFKKLTGHSFHMGYSMAILNGIVAALTVAWCLM. Result: 0 (no interaction). (5) The miRNA is hsa-miR-103a-3p with sequence AGCAGCAUUGUACAGGGCUAUGA. The protein sequence of the target gene is MTGSLFKGNFWSTDILSTIGYDSIIQHLNNGRKNCKEFEDFLKERASIEEKYGKDLLNLSRKKPCGQSEINTLKRALEVFKQQVDNVAQCHIQLAQTLREEARKMEEFREKQKLQRKKTETIMDAAHKQRNAQFKKAMDAKKNYEQKCRDKDEAEQAVHRSANVANQRQQEKLFVKLATSKTAVEDSDKAYMLHINMLEKVREDWQSEHIKACEVFEAQECERINFFRNALWLHLNQLSQQCVANDEMYEQVRKSLETCSIEKDIQYFVNQRKTGQTPPAPIMYENFYSPQRNAAPPGKT.... Result: 0 (no interaction).